Dataset: Catalyst prediction with 721,799 reactions and 888 catalyst types from USPTO. Task: Predict which catalyst facilitates the given reaction. (1) Reactant: [Cl:1][C:2]1[CH:3]=[C:4]([C:8](=[CH:12][C:13]2[CH:17]=[C:16]([C:18]3[CH:23]=[CH:22][C:21]([Cl:24])=[C:20]([Cl:25])[CH:19]=3)[N:15]([C:26]3[CH:31]=[CH:30][C:29]([O:32][CH2:33][CH3:34])=[CH:28][CH:27]=3)[N:14]=2)[C:9]([OH:11])=[O:10])[CH:5]=[CH:6][CH:7]=1.S(NN)(C1C=CC(C)=CC=1)(=O)=O.CC([O-])=O.[Na+]. Product: [Cl:1][C:2]1[CH:3]=[C:4]([CH:8]([CH2:12][C:13]2[CH:17]=[C:16]([C:18]3[CH:23]=[CH:22][C:21]([Cl:24])=[C:20]([Cl:25])[CH:19]=3)[N:15]([C:26]3[CH:27]=[CH:28][C:29]([O:32][CH2:33][CH3:34])=[CH:30][CH:31]=3)[N:14]=2)[C:9]([OH:11])=[O:10])[CH:5]=[CH:6][CH:7]=1. The catalyst class is: 88. (2) Reactant: [OH:1][C@H:2]([CH2:41][OH:42])[CH2:3][CH2:4][O:5][C:6]1[CH:11]=[C:10]([CH3:12])[C:9]([C:13]2[C:18]([F:19])=[CH:17][C:16]([F:20])=[C:15]([CH2:21][O:22][C:23]3[N:28]=[CH:27][C:26]4[C@@H:29]5[C@@H:32]([C:33]([O:35]C(C)(C)C)=[O:34])[C@@H:30]5[CH2:31][C:25]=4[CH:24]=3)[CH:14]=2)=[C:8]([CH3:40])[CH:7]=1.[OH-].[Na+:44]. Product: [OH:1][C@H:2]([CH2:41][OH:42])[CH2:3][CH2:4][O:5][C:6]1[CH:11]=[C:10]([CH3:12])[C:9]([C:13]2[C:18]([F:19])=[CH:17][C:16]([F:20])=[C:15]([CH2:21][O:22][C:23]3[N:28]=[CH:27][C:26]4[C@@H:29]5[C@@H:32]([C:33]([O-:35])=[O:34])[C@@H:30]5[CH2:31][C:25]=4[CH:24]=3)[CH:14]=2)=[C:8]([CH3:40])[CH:7]=1.[Na+:44]. The catalyst class is: 36. (3) Reactant: CN(C)C=O.Cl[CH2:7][C:8]#[N:9].[C:10]1([C@H:20]([NH:22][C@H:23]2[CH2:27][CH2:26][C@@H:25]([C:28]3[CH:33]=[CH:32][C:31]([OH:34])=[CH:30][CH:29]=3)[CH2:24]2)[CH3:21])[C:19]2[C:14](=[CH:15][CH:16]=[CH:17][CH:18]=2)[CH:13]=[CH:12][CH:11]=1.C(=O)([O-])[O-].[K+].[K+]. Product: [C:10]1([C@H:20]([NH:22][C@H:23]2[CH2:27][CH2:26][C@@H:25]([C:28]3[CH:29]=[CH:30][C:31]([O:34][CH2:7][C:8]#[N:9])=[CH:32][CH:33]=3)[CH2:24]2)[CH3:21])[C:19]2[C:14](=[CH:15][CH:16]=[CH:17][CH:18]=2)[CH:13]=[CH:12][CH:11]=1. The catalyst class is: 6.